From a dataset of Forward reaction prediction with 1.9M reactions from USPTO patents (1976-2016). Predict the product of the given reaction. (1) Given the reactants Br[C:2]1[CH:3]=[CH:4][C:5]([C:8]([NH:10][C:11]2[CH:19]=[C:18]([C:20]3[CH:28]=[CH:27][CH:26]=[C:25]4[C:21]=3[CH:22]=[CH:23][NH:24]4)[CH:17]=[C:16]3[C:12]=2[CH:13]=[N:14][NH:15]3)=[O:9])=[N:6][CH:7]=1.[NH:29]1[CH2:34][CH2:33][O:32][CH2:31][CH2:30]1.C1C=CC(P(C2C(C3C(P(C4C=CC=CC=4)C4C=CC=CC=4)=CC=C4C=3C=CC=C4)=C3C(C=CC=C3)=CC=2)C2C=CC=CC=2)=CC=1.C(=O)([O-])[O-].[Cs+].[Cs+], predict the reaction product. The product is: [NH:24]1[C:25]2[C:21](=[C:20]([C:18]3[CH:17]=[C:16]4[C:12]([CH:13]=[N:14][NH:15]4)=[C:11]([NH:10][C:8]([C:5]4[CH:4]=[CH:3][C:2]([N:29]5[CH2:34][CH2:33][O:32][CH2:31][CH2:30]5)=[CH:7][N:6]=4)=[O:9])[CH:19]=3)[CH:28]=[CH:27][CH:26]=2)[CH:22]=[CH:23]1. (2) Given the reactants [NH2:1][C:2]1[CH:10]=[C:9]([F:11])[CH:8]=[CH:7][C:3]=1[C:4](O)=[O:5].C(O)CCO.C(O)(=O)C.[CH:21](N)=[NH:22], predict the reaction product. The product is: [F:11][C:9]1[CH:10]=[C:2]2[C:3]([C:4](=[O:5])[NH:22][CH:21]=[N:1]2)=[CH:7][CH:8]=1.